Task: Predict the reactants needed to synthesize the given product.. Dataset: Full USPTO retrosynthesis dataset with 1.9M reactions from patents (1976-2016) (1) Given the product [Cl:18][C:19]1[CH:20]=[CH:21][C:22]2[CH:26]=[C:25]([S:27]([N:8]3[CH2:9][CH2:10][N:5]([CH2:4][CH2:3][N:2]([CH3:1])[C:12]4[CH:13]=[CH:14][N:15]=[CH:16][CH:17]=4)[C:6](=[O:11])[CH2:7]3)(=[O:29])=[O:28])[S:24][C:23]=2[CH:31]=1, predict the reactants needed to synthesize it. The reactants are: [CH3:1][N:2]([C:12]1[CH:17]=[CH:16][N:15]=[CH:14][CH:13]=1)[CH2:3][CH2:4][N:5]1[CH2:10][CH2:9][NH:8][CH2:7][C:6]1=[O:11].[Cl:18][C:19]1[CH:20]=[CH:21][C:22]2[CH:26]=[C:25]([S:27](Cl)(=[O:29])=[O:28])[S:24][C:23]=2[CH:31]=1. (2) Given the product [NH:21]1[CH2:20][CH2:25][CH:24]([O:28][C:29](=[O:30])[NH:11][C:8]2[CH:9]=[CH:10][C:5]([O:4][CH:1]([CH3:3])[CH3:2])=[CH:6][CH:7]=2)[CH2:23][CH2:22]1, predict the reactants needed to synthesize it. The reactants are: [CH:1]([O:4][C:5]1[CH:10]=[CH:9][C:8]([NH2:11])=[CH:7][CH:6]=1)([CH3:3])[CH3:2].C(N1[CH:23]=[CH:22][N:21]=[CH:20]1)([N:21]1[CH:22]=[CH:23]N=[CH:20]1)=O.[C:24]([O:28][C:29](N1CCC(O)CC1)=[O:30])(C)(C)[CH3:25].FC(F)(F)C(O)=O.